This data is from Reaction yield outcomes from USPTO patents with 853,638 reactions. The task is: Predict the reaction yield, written as a fraction of the theoretical maximum amount of product (1.0 means a 100% yield; for example, 0.34 means a 34% yield). (1) The reactants are [CH2:1]1[C:4]2([CH2:7][NH:6][CH2:5]2)[CH2:3][N:2]1[C:8]1[CH:9]=[CH:10][C:11]([NH:14][C:15]2[C:20](=[O:21])[N:19]([CH3:22])[N:18]=[C:17]([C:23]3[C:24]([CH2:45][OH:46])=[C:25]([N:29]4[N:38]=[CH:37][C:36]5[C:31](=[C:32]([F:43])[CH:33]=[C:34]([C:39]([CH3:42])([CH3:41])[CH3:40])[CH:35]=5)[C:30]4=[O:44])[CH:26]=[CH:27][CH:28]=3)[CH:16]=2)=[N:12][CH:13]=1.C=O.[C:49]([BH3-])#N.[Na+]. The catalyst is CO. The product is [C:39]([C:34]1[CH:35]=[C:36]2[C:31](=[C:32]([F:43])[CH:33]=1)[C:30](=[O:44])[N:29]([C:25]1[CH:26]=[CH:27][CH:28]=[C:23]([C:17]3[CH:16]=[C:15]([NH:14][C:11]4[CH:10]=[CH:9][C:8]([N:2]5[CH2:3][C:4]6([CH2:7][N:6]([CH3:49])[CH2:5]6)[CH2:1]5)=[CH:13][N:12]=4)[C:20](=[O:21])[N:19]([CH3:22])[N:18]=3)[C:24]=1[CH2:45][OH:46])[N:38]=[CH:37]2)([CH3:40])([CH3:41])[CH3:42]. The yield is 0.220. (2) The reactants are [NH2:1][C:2]1[CH:9]=[CH:8][C:5]([C:6]#[N:7])=[CH:4][CH:3]=1.[CH3:10][C:11]1([CH3:19])[O:16][C:15](=[O:17])[CH2:14][C:13](=[O:18])[O:12]1.[CH:20](OCC)(OCC)OCC. The catalyst is C(O)C. The product is [CH3:10][C:11]1([CH3:19])[O:16][C:15](=[O:17])[C:14](=[CH:20][NH:1][C:2]2[CH:9]=[CH:8][C:5]([C:6]#[N:7])=[CH:4][CH:3]=2)[C:13](=[O:18])[O:12]1. The yield is 0.970. (3) The reactants are C([O:4][C:5]1[CH:14]=[C:13]2[C:8]([CH:9]([C:27]3[CH:28]=[N:29][C:30]4[C:35]([CH:36]=3)=[CH:34][CH:33]=[CH:32][CH:31]=4)[C:10]([C:22]([O:24][CH2:25][CH3:26])=[O:23])=[C:11]([N:15](C(=O)C)[C:16](=[O:18])[CH3:17])[O:12]2)=[CH:7][CH:6]=1)(=O)C.O.NN. The catalyst is C(O)C. The product is [C:16]([NH:15][C:11]1[O:12][C:13]2[C:8]([CH:9]([C:27]3[CH:28]=[N:29][C:30]4[C:35]([CH:36]=3)=[CH:34][CH:33]=[CH:32][CH:31]=4)[C:10]=1[C:22]([O:24][CH2:25][CH3:26])=[O:23])=[CH:7][CH:6]=[C:5]([OH:4])[CH:14]=2)(=[O:18])[CH3:17]. The yield is 0.290. (4) The reactants are [NH2:1][C:2]1[S:3][CH:4]=[C:5]([C:7]([O:9][CH3:10])=[O:8])[N:6]=1.[I:11]N1C(=O)CCC1=O. The catalyst is ClCCl. The product is [NH2:1][C:2]1[S:3][C:4]([I:11])=[C:5]([C:7]([O:9][CH3:10])=[O:8])[N:6]=1. The yield is 0.580. (5) The reactants are Cl.Cl.[F:3][C:4]1[CH:9]=[C:8]([C:10]#[N:11])[CH:7]=[CH:6][C:5]=1[C:12]1[CH:17]=[CH:16][C:15]([O:18][C:19]([F:22])([F:21])[F:20])=[C:14]([CH2:23][NH:24][C@H:25]2[CH2:30][CH2:29][NH:28][CH2:27][C@H:26]2[C:31]2[CH:36]=[CH:35][CH:34]=[CH:33][CH:32]=2)[CH:13]=1.[C:37]([N:40]1[CH2:45][CH2:44][CH:43]([C:46](O)=[O:47])[CH2:42][CH2:41]1)(=[O:39])[CH3:38].CCN=C=NCCCN(C)C.Cl.C1C=CC2N(O)N=NC=2C=1. The catalyst is CN(C=O)C.O.CCN(CC)CC. The product is [C:37]([N:40]1[CH2:41][CH2:42][CH:43]([C:46]([N:28]2[CH2:29][CH2:30][C@H:25]([NH:24][CH2:23][C:14]3[CH:13]=[C:12]([C:5]4[CH:6]=[CH:7][C:8]([C:10]#[N:11])=[CH:9][C:4]=4[F:3])[CH:17]=[CH:16][C:15]=3[O:18][C:19]([F:21])([F:22])[F:20])[C@H:26]([C:31]3[CH:32]=[CH:33][CH:34]=[CH:35][CH:36]=3)[CH2:27]2)=[O:47])[CH2:44][CH2:45]1)(=[O:39])[CH3:38]. The yield is 0.680. (6) The reactants are [O:1]=[C:2]1[C:10]2[C:5](=[CH:6][CH:7]=[CH:8][CH:9]=2)[C:4](=[C:11]2[CH2:21][C:13]3([CH2:16][CH:15]([C:17]([O:19][CH3:20])=[O:18])[CH2:14]3)[CH2:12]2)O1.O1CCOCC1.O.[NH2:29][NH2:30]. The catalyst is CCOC(C)=O. The product is [O:1]=[C:2]1[C:10]2[C:5](=[CH:6][CH:7]=[CH:8][CH:9]=2)[C:4]([CH:11]2[CH2:21][C:13]3([CH2:16][CH:15]([C:17]([O:19][CH3:20])=[O:18])[CH2:14]3)[CH2:12]2)=[N:30][NH:29]1. The yield is 0.700. (7) The reactants are [CH:1]1([C:4]([OH:6])=O)[CH2:3][CH2:2]1.CCN=C=NCCCN(C)C.OC1[C:27]2[N:26]=NN[C:23]=2[CH:22]=[CH:21]C=1.C(N(CC)CC)C.C1(CN)CC1. The catalyst is C(Cl)Cl. The product is [CH:23]1([CH2:27][NH:26][C:4]([CH:1]2[CH2:3][CH2:2]2)=[O:6])[CH2:21][CH2:22]1. The yield is 0.870.